From a dataset of Full USPTO retrosynthesis dataset with 1.9M reactions from patents (1976-2016). Predict the reactants needed to synthesize the given product. (1) Given the product [CH3:1][S:2]([C:5]1[CH:6]=[C:7]([C:11]2[C:12]3[N:13]([N:17]=[C:18]([NH:20][C:22]4[CH:23]=[CH:24][C:25]([N:28]5[CH2:29][CH2:30][O:31][CH2:32][CH2:33]5)=[CH:26][CH:27]=4)[N:19]=3)[CH:14]=[CH:15][CH:16]=2)[CH:8]=[CH:9][CH:10]=1)(=[O:3])=[O:4], predict the reactants needed to synthesize it. The reactants are: [CH3:1][S:2]([C:5]1[CH:6]=[C:7]([C:11]2[C:12]3[N:13]([N:17]=[C:18]([NH2:20])[N:19]=3)[CH:14]=[CH:15][CH:16]=2)[CH:8]=[CH:9][CH:10]=1)(=[O:4])=[O:3].Br[C:22]1[CH:27]=[CH:26][C:25]([N:28]2[CH2:33][CH2:32][O:31][CH2:30][CH2:29]2)=[CH:24][CH:23]=1. (2) Given the product [CH2:30]([S:32][C:33]1[CH:38]=[CH:37][C:36]([C@@H:39]([NH2:43])[CH2:40][O:41][CH3:42])=[CH:35][CH:34]=1)[CH3:31], predict the reactants needed to synthesize it. The reactants are: C(S(C1C=CC([C@H](NC(C2C=C3CN[C@@H](C(C)C)C3=NC=2)=O)CO)=CC=1)(=O)=O)C.[CH2:30]([S:32][C:33]1[CH:38]=[CH:37][C:36]([C@@H:39]([NH:43][S@@](C(C)(C)C)=O)[CH2:40][O:41][CH3:42])=[CH:35][CH:34]=1)[CH3:31]. (3) Given the product [OH:1][C@:2]12[CH2:26][C@@H:25]([OH:27])[CH2:24][CH2:23][C@:22]1([CH3:28])[C@@H:21]1[C@H:5]([C@H:6]3[C@:18]([CH3:29])([CH2:19][CH2:20]1)[C@@H:9]([C@H:10]([CH3:17])[CH2:11][CH2:12][CH2:13][CH:14]([CH3:16])[CH3:15])[CH2:8][CH2:7]3)[CH2:4][C@H:3]2[NH:30][CH2:31][CH2:32][CH2:33][CH2:34][NH:35][CH2:36][CH2:37][CH2:38][NH2:39], predict the reactants needed to synthesize it. The reactants are: [O:1]1[C@H:3]2[CH2:4][C@@H:5]3[C@@H:21]([C@@:22]4([CH3:28])[CH2:23][CH2:24][C@H:25]([OH:27])[CH2:26][C:2]124)[CH2:20][CH2:19][C@@:18]1([CH3:29])[C@H:6]3[CH2:7][CH2:8][C@@H:9]1[C@H:10]([CH3:17])[CH2:11][CH2:12][CH2:13][CH:14]([CH3:16])[CH3:15].[NH2:30][CH2:31][CH2:32][CH2:33][CH2:34][NH:35][CH2:36][CH2:37][CH2:38][NH2:39].C(O)CCC.